This data is from Full USPTO retrosynthesis dataset with 1.9M reactions from patents (1976-2016). The task is: Predict the reactants needed to synthesize the given product. (1) Given the product [CH3:13][O:14][C:15]1[CH:16]=[CH:17][C:18]([C:21]2[O:25][N:24]=[C:23]([CH2:26][CH2:27][C:28]3[N:1]4[C:9](=[O:10])[C:8]5[NH:7][CH:6]=[N:5][C:4]=5[N:3]([CH2:17][CH2:16][CH2:15][CH2:20][CH3:19])[C:2]4=[N:11][N:12]=3)[N:22]=2)=[CH:19][CH:20]=1, predict the reactants needed to synthesize it. The reactants are: [NH:1]1[C:9](=[O:10])[C:8]2[C:4]([N:5]=[CH:6][N:7]=2)=[N:3][C:2]1=[N:11][NH2:12].[CH3:13][O:14][C:15]1[CH:20]=[CH:19][C:18]([C:21]2[O:25][N:24]=[C:23]([CH2:26][CH2:27][CH:28]=O)[N:22]=2)=[CH:17][CH:16]=1. (2) Given the product [N:20]1[CH:21]=[CH:22][CH:23]=[C:18]([N:6]2[CH2:7][CH2:8][CH2:9][C:5]32[CH2:1][N:2]([C:10]([O:12][C:13]([CH3:16])([CH3:15])[CH3:14])=[O:11])[CH2:3][CH2:4]3)[CH:19]=1, predict the reactants needed to synthesize it. The reactants are: [CH2:1]1[C:5]2([CH2:9][CH2:8][CH2:7][NH:6]2)[CH2:4][CH2:3][N:2]1[C:10]([O:12][C:13]([CH3:16])([CH3:15])[CH3:14])=[O:11].Br[C:18]1[CH:19]=[N:20][CH:21]=[CH:22][CH:23]=1.CC(C)([O-])C.[K+].C1(P(C2C=CC=CC=2)C2C=CC3C(=CC=CC=3)C=2C2C3C(=CC=CC=3)C=CC=2P(C2C=CC=CC=2)C2C=CC=CC=2)C=CC=CC=1. (3) Given the product [C:23]([C:27]1[CH:32]=[CH:31][C:30]([NH:33][C:2]2[C:11]3[C:6](=[CH:7][C:8]([C:12]4[C:17]([C:18]([F:21])([F:20])[F:19])=[CH:16][CH:15]=[CH:14][N:13]=4)=[CH:9][CH:10]=3)[N:5]=[CH:4][N:3]=2)=[CH:29][C:28]=1[O:34][CH2:35][CH2:36][O:37][Si:38]([C:41]([CH3:44])([CH3:43])[CH3:42])([CH3:39])[CH3:40])([CH3:26])([CH3:24])[CH3:25], predict the reactants needed to synthesize it. The reactants are: Cl[C:2]1(O)[C:11]2[C:6](=[CH:7][C:8]([C:12]3[C:17]([C:18]([F:21])([F:20])[F:19])=[CH:16][CH:15]=[CH:14][N:13]=3)=[CH:9][CH:10]=2)[N:5]=[CH:4][NH:3]1.[C:23]([C:27]1[CH:32]=[CH:31][C:30]([NH2:33])=[CH:29][C:28]=1[O:34][CH2:35][CH2:36][O:37][Si:38]([C:41]([CH3:44])([CH3:43])[CH3:42])([CH3:40])[CH3:39])([CH3:26])([CH3:25])[CH3:24].